Dataset: Reaction yield outcomes from USPTO patents with 853,638 reactions. Task: Predict the reaction yield, written as a fraction of the theoretical maximum amount of product (1.0 means a 100% yield; for example, 0.34 means a 34% yield). (1) The reactants are [N:1]#[C:2][NH2:3].[CH3:4][O-].[Na+].[CH3:7][O:8][C:9](=[O:31])[C:10]1[CH:15]=[CH:14][C:13]([S:16][C:17]2[C:22]([C:23]([F:26])([F:25])[F:24])=[CH:21][C:20]([N:27]=[C:28]=[S:29])=[CH:19][C:18]=2[Cl:30])=[CH:12][CH:11]=1.IC. The catalyst is C(OCC)(=O)C.CO.C1(C)C=CC=CC=1. The product is [Cl:30][C:18]1[CH:19]=[C:20]([NH:27][C:28](=[N:1][C:2]#[N:3])[S:29][CH3:4])[CH:21]=[C:22]([C:23]([F:25])([F:26])[F:24])[C:17]=1[S:16][C:13]1[CH:14]=[CH:15][C:10]([C:9]([O:8][CH3:7])=[O:31])=[CH:11][CH:12]=1. The yield is 0.455. (2) The reactants are [F:1][C:2]1[CH:3]=[C:4]([CH:28]=[CH:29][CH:30]=1)[O:5][C:6]1[CH:11]=[CH:10][C:9]([C:12]2[C:20]3[C:15](=[N:16][CH:17]=[N:18][C:19]=3[NH2:21])[N:14]([C@@H:22]3[CH2:27][CH2:26][CH2:25][NH:24][CH2:23]3)[N:13]=2)=[CH:8][CH:7]=1.[C:31]([CH2:33][C:34](O)=[O:35])#[N:32].N1(C(N2C=CN=C2)=O)C=CN=C1. The catalyst is ClCCl. The product is [NH2:21][C:19]1[N:18]=[CH:17][N:16]=[C:15]2[N:14]([C@@H:22]3[CH2:27][CH2:26][CH2:25][N:24]([C:34](=[O:35])[CH2:33][C:31]#[N:32])[CH2:23]3)[N:13]=[C:12]([C:9]3[CH:10]=[CH:11][C:6]([O:5][C:4]4[CH:28]=[CH:29][CH:30]=[C:2]([F:1])[CH:3]=4)=[CH:7][CH:8]=3)[C:20]=12. The yield is 0.570. (3) The reactants are [NH:1]([C:28]([O:30][CH2:31][C:32]1[CH:37]=[CH:36][CH:35]=[CH:34][CH:33]=1)=[O:29])[C@H:2]([C:10]([NH:12][C@H:13]([C:25]([OH:27])=[O:26])[CH2:14][CH2:15][CH2:16][CH2:17][NH:18][C:19]([O:21][CH2:22][CH:23]=[CH2:24])=[O:20])=[O:11])[CH2:3][C:4]1[CH:9]=[CH:8][CH:7]=[CH:6][CH:5]=1.O.ON1C2C=CC=CC=2N=N1.[NH2:49][C:50]1[CH:57]=[CH:56][C:53]([CH2:54][OH:55])=[CH:52][CH:51]=1.CN1CCOCC1.CCN=C=NCCCN(C)C.C(O)(=O)CC(CC(O)=O)(C(O)=O)O. The catalyst is C1COCC1. The product is [NH:1]([C:28]([O:30][CH2:31][C:32]1[CH:33]=[CH:34][CH:35]=[CH:36][CH:37]=1)=[O:29])[C@H:2]([C:10]([NH:12][C@H:13]([C:25]([OH:27])=[O:26])[CH2:14][CH2:15][CH2:16][CH2:17][NH:18][C:19]([O:21][CH2:22][CH:23]=[CH2:24])=[O:20])=[O:11])[CH2:3][C:4]1[CH:9]=[CH:8][CH:7]=[CH:6][CH:5]=1.[NH2:49][C:50]1[CH:57]=[CH:56][C:53]([CH2:54][OH:55])=[CH:52][CH:51]=1. The yield is 0.240. (4) The reactants are [CH3:1][O:2][C:3]1[CH:28]=[CH:27][C:6]([CH2:7][NH:8][C:9]2[C:10]([N+:24]([O-])=O)=[C:11]([CH:17]=[C:18]([C:20]([F:23])([F:22])[F:21])[N:19]=2)[C:12]([O:14][CH2:15][CH3:16])=[O:13])=[CH:5][CH:4]=1.[CH3:29]O. The catalyst is [Ni]. The product is [CH3:1][O:2][C:3]1[CH:28]=[CH:27][C:6]([CH2:7][N:8]2[C:9]3=[N:19][C:18]([C:20]([F:23])([F:22])[F:21])=[CH:17][C:11]([C:12]([O:14][CH2:15][CH3:16])=[O:13])=[C:10]3[N:24]=[CH:29]2)=[CH:5][CH:4]=1. The yield is 0.600.